This data is from Catalyst prediction with 721,799 reactions and 888 catalyst types from USPTO. The task is: Predict which catalyst facilitates the given reaction. (1) Reactant: [Br:1][C:2]1[CH:3]=[C:4]2[CH2:10][CH2:9][NH:8][C:5]2=[N:6][CH:7]=1.ClC1C(=O)C(C#N)=C(C#N)C(=O)C=1Cl.O.C(OCC)(=O)C. Product: [Br:1][C:2]1[CH:3]=[C:4]2[CH:10]=[CH:9][NH:8][C:5]2=[N:6][CH:7]=1. The catalyst class is: 11. (2) The catalyst class is: 11. Reactant: [OH-].[K+].[F:3][C:4]1[C:13]([F:14])=[C:12](C(OC)=O)[C:11]([F:19])=[C:10]([F:20])[C:5]=1[C:6]([O:8][CH3:9])=[O:7].[H][H]. Product: [F:3][C:4]1[C:13]([F:14])=[CH:12][C:11]([F:19])=[C:10]([F:20])[C:5]=1[C:6]([O:8][CH3:9])=[O:7]. (3) Product: [Cl:29][C:10]1[C:11]([NH:13][C:14]2[CH:19]=[CH:18][C:17]([C:20]([F:23])([F:22])[F:21])=[CH:16][CH:15]=2)=[N:12][C:7]([N:6]2[C:5]3[CH:25]=[CH:26][CH:27]=[CH:28][C:4]=3[N:3]=[C:2]2[CH3:1])=[N:8][C:9]=1[NH2:24]. Reactant: [CH3:1][C:2]1[N:6]([C:7]2[N:12]=[C:11]([NH:13][C:14]3[CH:19]=[CH:18][C:17]([C:20]([F:23])([F:22])[F:21])=[CH:16][CH:15]=3)[CH:10]=[C:9]([NH2:24])[N:8]=2)[C:5]2[CH:25]=[CH:26][CH:27]=[CH:28][C:4]=2[N:3]=1.[Cl:29]N1C(=O)CCC1=O.C([O-])(O)=O.[Na+]. The catalyst class is: 3.